This data is from Full USPTO retrosynthesis dataset with 1.9M reactions from patents (1976-2016). The task is: Predict the reactants needed to synthesize the given product. (1) Given the product [Cl:24][C:25]1[C:26]([O:22][C:12]2[CH:13]=[C:14]([O:17][CH2:18][CH2:19][O:20][CH3:21])[CH:15]=[CH:16][C:11]=2[CH2:10][CH2:9][CH2:8][O:7][C:6]([NH:5][CH2:4][CH:1]2[CH2:3][CH2:2]2)=[O:23])=[N:27][CH:28]=[C:29]([CH:35]=1)[C:30]([O:32][CH2:33][CH3:34])=[O:31], predict the reactants needed to synthesize it. The reactants are: [CH:1]1([CH2:4][NH:5][C:6](=[O:23])[O:7][CH2:8][CH2:9][CH2:10][C:11]2[CH:16]=[CH:15][C:14]([O:17][CH2:18][CH2:19][O:20][CH3:21])=[CH:13][C:12]=2[OH:22])[CH2:3][CH2:2]1.[Cl:24][C:25]1[C:26](Cl)=[N:27][CH:28]=[C:29]([CH:35]=1)[C:30]([O:32][CH2:33][CH3:34])=[O:31].C(=O)([O-])[O-].[K+].[K+].O. (2) Given the product [C:25]([C@H:29]1[N:34]2[N:35]=[CH:36][C:37]([C:38]([OH:40])=[O:39])=[C:33]2[NH:32][C@@H:31]([C:43]2[CH:48]=[CH:47][C:46]([CH2:49][CH3:50])=[CH:45][CH:44]=2)[CH2:30]1)([CH3:28])([CH3:27])[CH3:26], predict the reactants needed to synthesize it. The reactants are: C(C1C=CC([C@H]2C[C@@H](C(F)(F)F)N3N=CC(C(O)=O)=C3N2)=CC=1)C.[C:25]([C@H:29]1[N:34]2[N:35]=[CH:36][C:37]([C:38]([O:40]CC)=[O:39])=[C:33]2[NH:32][C@@H:31]([C:43]2[CH:48]=[CH:47][C:46]([CH2:49][CH3:50])=[CH:45][CH:44]=2)[CH2:30]1)([CH3:28])([CH3:27])[CH3:26].[OH-].[K+]. (3) Given the product [CH2:42]([O:41][C:39](=[O:40])[CH2:38][O:1][C@H:2]1[CH2:7][CH2:6][C@H:5]([N:8]2[C:13](=[O:14])[C:12]([CH2:15][C:16]3[CH:21]=[CH:20][C:19]([C:22]4[CH:27]=[CH:26][CH:25]=[CH:24][C:23]=4[C:28]#[N:29])=[CH:18][CH:17]=3)=[C:11]([CH2:30][CH2:31][CH3:32])[N:10]3[N:33]=[N:34][CH:35]=[C:9]23)[CH2:4][CH2:3]1)[CH3:43], predict the reactants needed to synthesize it. The reactants are: [OH:1][C@H:2]1[CH2:7][CH2:6][C@H:5]([N:8]2[C:13](=[O:14])[C:12]([CH2:15][C:16]3[CH:21]=[CH:20][C:19]([C:22]4[C:23]([C:28]#[N:29])=[CH:24][CH:25]=[CH:26][CH:27]=4)=[CH:18][CH:17]=3)=[C:11]([CH2:30][CH2:31][CH3:32])[N:10]3[N:33]=[N:34][CH:35]=[C:9]23)[CH2:4][CH2:3]1.[N+](=[CH:38][C:39]([O:41][CH2:42][CH3:43])=[O:40])=[N-]. (4) Given the product [N+:1]([C:4]1[N:5]=[CH:6][N:7]([CH2:11][C:10]([F:14])([F:13])[F:9])[CH:8]=1)([O-:3])=[O:2], predict the reactants needed to synthesize it. The reactants are: [N+:1]([C:4]1[N:5]=[CH:6][NH:7][CH:8]=1)([O-:3])=[O:2].[F:9][C:10]([F:14])([F:13])[CH2:11]I.CN1C=C([N+]([O-])=O)N=C1. (5) Given the product [F:39][C:37]([F:40])([F:38])[C:34]1[CH:35]=[CH:36][C:31]([O:30][C:29]2[CH:28]=[C:27]([CH:43]=[CH:42][CH:41]=2)[CH:26]=[C:23]2[CH2:24][CH2:25][N:20]([C:10]([NH:9][C:7]([C:2]3[CH:3]=[CH:4][CH:5]=[CH:6][N:1]=3)=[O:8])=[O:11])[CH2:21][CH2:22]2)=[N:32][CH:33]=1, predict the reactants needed to synthesize it. The reactants are: [N:1]1[CH:6]=[CH:5][CH:4]=[CH:3][C:2]=1[C:7]([NH:9][C:10](=O)[O:11]C1C=CC=CC=1)=[O:8].Cl.[NH:20]1[CH2:25][CH2:24][C:23](=[CH:26][C:27]2[CH:28]=[C:29]([CH:41]=[CH:42][CH:43]=2)[O:30][C:31]2[CH:36]=[CH:35][C:34]([C:37]([F:40])([F:39])[F:38])=[CH:33][N:32]=2)[CH2:22][CH2:21]1.C(N(C(C)C)CC)(C)C. (6) Given the product [CH2:14]([N:10]1[CH:11]=[C:7]([C:1]2[CH:2]=[CH:3][CH:4]=[CH:5][CH:6]=2)[N:8]=[CH:9]1)[CH2:15][C:16]1[CH:21]=[CH:20][CH:19]=[CH:18][CH:17]=1, predict the reactants needed to synthesize it. The reactants are: [C:1]1([C:7]2[N:8]=[CH:9][NH:10][CH:11]=2)[CH:6]=[CH:5][CH:4]=[CH:3][CH:2]=1.[H-].[Na+].[CH2:14](OS(C)(=O)=O)[CH2:15][C:16]1[CH:21]=[CH:20][CH:19]=[CH:18][CH:17]=1.O. (7) The reactants are: [CH3:1][C:2]1[CH:3]=[C:4]([P:11](=[O:33])([C:23]2[CH:28]=[C:27]([CH3:29])[C:26]([O:30][CH3:31])=[C:25]([CH3:32])[CH:24]=2)[C:12]2[CH:17]=[C:16]([CH3:18])[C:15]([O:19][CH3:20])=[C:14]([CH3:21])[C:13]=2I)[CH:5]=[C:6]([CH3:10])[C:7]=1[O:8][CH3:9]. Given the product [CH3:18][C:16]1[C:15]([O:19][CH3:20])=[C:14]([CH3:21])[C:13]([C:28]2[C:27]([CH3:29])=[C:26]([O:30][CH3:31])[C:25]([CH3:32])=[CH:24][C:23]=2[P:11]([C:4]2[CH:5]=[C:6]([CH3:10])[C:7]([O:8][CH3:9])=[C:2]([CH3:1])[CH:3]=2)([C:12]2[CH:17]=[C:16]([CH3:18])[C:15]([O:19][CH3:20])=[C:14]([CH3:21])[CH:13]=2)=[O:33])=[C:12]([P:11]([C:23]2[CH:28]=[C:27]([CH3:29])[C:26]([O:30][CH3:31])=[C:25]([CH3:32])[CH:24]=2)([C:4]2[CH:5]=[C:6]([CH3:10])[C:7]([O:8][CH3:9])=[C:2]([CH3:1])[CH:3]=2)=[O:33])[CH:17]=1, predict the reactants needed to synthesize it.